Dataset: Full USPTO retrosynthesis dataset with 1.9M reactions from patents (1976-2016). Task: Predict the reactants needed to synthesize the given product. (1) Given the product [CH3:19][S:20][CH2:21][CH2:22][O:23][C:1](=[O:2])[N:6]([C:7]1[S:8][C:9]([C:12]2[CH:13]=[N:14][CH:15]=[C:16]([F:18])[CH:17]=2)=[N:10][N:11]=1)[CH3:5], predict the reactants needed to synthesize it. The reactants are: [C:1](Cl)(Cl)=[O:2].[CH3:5][NH:6][C:7]1[S:8][C:9]([C:12]2[CH:13]=[N:14][CH:15]=[C:16]([F:18])[CH:17]=2)=[N:10][N:11]=1.[CH3:19][S:20][CH2:21][CH2:22][OH:23]. (2) Given the product [CH2:1]([O:3][C:4](=[O:10])[C:5]([CH3:7])([CH3:6])[C:8]([NH2:9])=[O:11])[CH3:2], predict the reactants needed to synthesize it. The reactants are: [CH2:1]([O:3][C:4](=[O:10])[C:5]([C:8]#[N:9])([CH3:7])[CH3:6])[CH3:2].[OH:11]S(O)(=O)=O.O.C([O-])(O)=O.[Na+]. (3) The reactants are: [CH3:1][O:2][C:3]1[CH:63]=[C:62]([O:64][CH3:65])[CH:61]=[C:60]([O:66][CH3:67])[C:4]=1/[CH:5]=[CH:6]/[CH:7]([S:25]([CH:28](/[CH:46]=[CH:47]/[C:48]1[C:53]([O:54][CH3:55])=[CH:52][C:51]([O:56][CH3:57])=[CH:50][C:49]=1[O:58][CH3:59])[C:29]1[CH:34]=[CH:33][C:32]([O:35][CH3:36])=[C:31]([NH:37][C:38](=[O:45])[CH:39]([O:41]C(=O)C)[CH3:40])[CH:30]=1)(=[O:27])=[O:26])[C:8]1[CH:13]=[CH:12][C:11]([O:14][CH3:15])=[C:10]([NH:16][C:17](=[O:24])[CH:18]([O:20]C(=O)C)[CH3:19])[CH:9]=1.C(=O)([O-])[O-].[K+].[K+]. Given the product [CH3:55][O:54][C:53]1[CH:52]=[C:51]([O:56][CH3:57])[CH:50]=[C:49]([O:58][CH3:59])[C:48]=1/[CH:47]=[CH:46]/[CH:28]([S:25]([CH:7](/[CH:6]=[CH:5]/[C:4]1[C:3]([O:2][CH3:1])=[CH:63][C:62]([O:64][CH3:65])=[CH:61][C:60]=1[O:66][CH3:67])[C:8]1[CH:13]=[CH:12][C:11]([O:14][CH3:15])=[C:10]([NH:16][C:17](=[O:24])[CH:18]([CH3:19])[OH:20])[CH:9]=1)(=[O:26])=[O:27])[C:29]1[CH:34]=[CH:33][C:32]([O:35][CH3:36])=[C:31]([NH:37][C:38](=[O:45])[CH:39]([OH:41])[CH3:40])[CH:30]=1, predict the reactants needed to synthesize it. (4) Given the product [CH3:3][C:2]([C:4]1[CH:9]=[CH:8][CH:7]=[CH:6][CH:5]=1)=[CH2:1].[CH2:10]=[CH:11][C:12]1[CH:17]=[CH:16][CH:15]=[CH:14][CH:13]=1, predict the reactants needed to synthesize it. The reactants are: [CH3:1][C:2]([C:4]1[CH:9]=[CH:8][CH:7]=[CH:6][CH:5]=1)=[CH2:3].[CH2:10]=[CH:11][C:12]1[CH:17]=[CH:16][CH:15]=[CH:14][CH:13]=1. (5) Given the product [NH2:20][C:11]1[C:10]2[N:9]=[C:8]([CH2:21][O:22][CH2:23][CH3:24])[N:7]([CH2:6][CH2:5][O:4][CH2:3][CH2:2][NH:1][S:33]([CH3:32])(=[O:35])=[O:34])[C:19]=2[C:18]2[CH:17]=[CH:16][CH:15]=[CH:14][C:13]=2[N:12]=1, predict the reactants needed to synthesize it. The reactants are: [NH2:1][CH2:2][CH2:3][O:4][CH2:5][CH2:6][N:7]1[C:19]2[C:18]3[CH:17]=[CH:16][CH:15]=[CH:14][C:13]=3[N:12]=[C:11]([NH2:20])[C:10]=2[N:9]=[C:8]1[CH2:21][O:22][CH2:23][CH3:24].C(N(CC)CC)C.[CH3:32][S:33](Cl)(=[O:35])=[O:34].C(Cl)(Cl)Cl. (6) Given the product [O:3]=[C:4]1[C:12](=[O:13])[C:11]2[C:6](=[CH:7][CH:8]=[C:9]([S:14]([Cl:21])(=[O:17])=[O:15])[CH:10]=2)[NH:5]1, predict the reactants needed to synthesize it. The reactants are: O.O.[O:3]=[C:4]1[C:12](=[O:13])[C:11]2[C:6](=[CH:7][CH:8]=[C:9]([S:14]([O-:17])(=O)=[O:15])[CH:10]=2)[NH:5]1.[Na+].O=P(Cl)(Cl)[Cl:21].S1(CCCC1)(=O)=O. (7) Given the product [F:1][C:2]1[CH:19]=[C:18]2[C:5]([CH2:6][C:7]3[C:15]4[CH:14]=[CH:13][C:12]([O:16][CH3:17])=[CH:11][C:10]=4[N:9]([CH3:23])[C:8]=32)=[CH:4][CH:3]=1.[F:1][C:2]1[CH:19]=[C:18]2[C:5]([CH2:6][C:7]3[C:15]4[CH:14]=[CH:13][C:12]([O:16][CH3:17])=[CH:11][C:10]=4[NH:9][C:8]=32)=[CH:4][CH:3]=1, predict the reactants needed to synthesize it. The reactants are: [F:1][C:2]1[CH:19]=[C:18]2[C:5]([CH2:6][C:7]3[C:15]4[CH:14]=[CH:13][C:12]([O:16][CH3:17])=[CH:11][C:10]=4[NH:9][C:8]=32)=[CH:4][CH:3]=1.[OH-].[Na+].I[CH3:23]. (8) Given the product [F:3][C:4]1[CH:9]=[CH:8][C:7]([O:10][C:11]2[CH:12]=[C:13]([CH:18]=[C:19]([O:21][CH2:22][C:23]3[CH:28]=[CH:27][CH:26]=[CH:25][CH:24]=3)[CH:20]=2)[C:14]([OH:16])=[O:15])=[CH:6][CH:5]=1, predict the reactants needed to synthesize it. The reactants are: [OH-].[Na+].[F:3][C:4]1[CH:9]=[CH:8][C:7]([O:10][C:11]2[CH:12]=[C:13]([CH:18]=[C:19]([O:21][CH2:22][C:23]3[CH:28]=[CH:27][CH:26]=[CH:25][CH:24]=3)[CH:20]=2)[C:14]([O:16]C)=[O:15])=[CH:6][CH:5]=1. (9) Given the product [CH:1]1([N:7]2[CH2:11][CH2:10][CH:9]([CH2:12][C:13]3[CH:14]=[C:15]4[C:20](=[CH:21][CH:22]=3)[C:19]([C:23]3[CH:32]=[CH:31][C:26]([C:27]([OH:29])=[O:28])=[CH:25][CH:24]=3)=[CH:18][CH:17]=[CH:16]4)[C:8]2=[O:33])[CH2:2][CH2:3][CH2:4][CH2:5][CH2:6]1, predict the reactants needed to synthesize it. The reactants are: [CH:1]1([N:7]2[CH2:11][CH2:10][CH:9]([CH2:12][C:13]3[CH:14]=[C:15]4[C:20](=[CH:21][CH:22]=3)[C:19]([C:23]3[CH:32]=[CH:31][C:26]([C:27]([O:29]C)=[O:28])=[CH:25][CH:24]=3)=[CH:18][CH:17]=[CH:16]4)[C:8]2=[O:33])[CH2:6][CH2:5][CH2:4][CH2:3][CH2:2]1.O[Li].O.O1CCOCC1.Cl. (10) Given the product [N:41]1([CH:39]2[CH2:38][N:37]([C:13](=[O:14])[C@H:12]([NH:16][C:17]([N:19]3[CH2:24][CH2:23][CH:22]([N:25]4[CH2:31][CH2:30][C:29]5[CH:32]=[CH:33][CH:34]=[CH:35][C:28]=5[NH:27][C:26]4=[O:36])[CH2:21][CH2:20]3)=[O:18])[CH2:11][C:5]3[CH:6]=[CH:7][C:8]([CH2:9][CH3:10])=[C:3]([CH2:1][CH3:2])[CH:4]=3)[CH2:40]2)[CH2:47][CH2:46][CH2:45][CH2:44][CH2:43][CH2:42]1, predict the reactants needed to synthesize it. The reactants are: [CH2:1]([C:3]1[CH:4]=[C:5]([CH2:11][C@@H:12]([NH:16][C:17]([N:19]2[CH2:24][CH2:23][CH:22]([N:25]3[CH2:31][CH2:30][C:29]4[CH:32]=[CH:33][CH:34]=[CH:35][C:28]=4[NH:27][C:26]3=[O:36])[CH2:21][CH2:20]2)=[O:18])[C:13](O)=[O:14])[CH:6]=[CH:7][C:8]=1[CH2:9][CH3:10])[CH3:2].[NH:37]1[CH2:40][CH:39]([N:41]2[CH2:47][CH2:46][CH2:45][CH2:44][CH2:43][CH2:42]2)[CH2:38]1.